The task is: Predict the reactants needed to synthesize the given product.. This data is from Full USPTO retrosynthesis dataset with 1.9M reactions from patents (1976-2016). (1) Given the product [C:1]([C:3]1[CH:4]=[CH:5][C:6]([O:24][CH3:25])=[C:7]([S:9]([NH:12][CH2:13][CH2:14][C:15]2[CH:23]=[CH:22][C:18]([C:19]([N:26]3[CH2:30][CH2:29][CH2:28][CH2:27]3)=[O:21])=[CH:17][CH:16]=2)(=[O:10])=[O:11])[CH:8]=1)#[N:2], predict the reactants needed to synthesize it. The reactants are: [C:1]([C:3]1[CH:4]=[CH:5][C:6]([O:24][CH3:25])=[C:7]([S:9]([NH:12][CH2:13][CH2:14][C:15]2[CH:23]=[CH:22][C:18]([C:19]([OH:21])=O)=[CH:17][CH:16]=2)(=[O:11])=[O:10])[CH:8]=1)#[N:2].[NH:26]1[CH2:30][CH2:29][CH2:28][CH2:27]1.C(N(CC)CC)C.Cl.CN(C)CCCN=C=NCC. (2) Given the product [Cl:8][CH2:9][CH2:10][CH2:11][CH2:12][CH2:13][CH2:14][O:15][CH2:16][CH2:17][O:18][CH2:19][CH2:20][NH2:21], predict the reactants needed to synthesize it. The reactants are: FC(F)(F)C([O-])=O.[Cl:8][CH2:9][CH2:10][CH2:11][CH2:12][CH2:13][CH2:14][O:15][CH2:16][CH2:17][O:18][CH2:19][CH2:20][NH3+:21].C(N(C(C)C)CC)(C)C. (3) Given the product [OH:2][CH2:1][C:3]1[N:8]=[C:7]2[N:9]([CH2:20][C:21]([F:22])([F:23])[F:24])[C:10]([NH:12][C:13](=[O:19])[CH2:14][C:15]([CH3:18])([CH3:17])[CH3:16])=[N:11][C:6]2=[CH:5][CH:4]=1, predict the reactants needed to synthesize it. The reactants are: [CH:1]([C:3]1[N:8]=[C:7]2[N:9]([CH2:20][C:21]([F:24])([F:23])[F:22])[C:10]([NH:12][C:13](=[O:19])[CH2:14][C:15]([CH3:18])([CH3:17])[CH3:16])=[N:11][C:6]2=[CH:5][CH:4]=1)=[O:2].[BH4-].[Na+]. (4) Given the product [O:1]=[C:2]1[N:10]([CH2:11][CH2:12][CH3:13])[C:9]2[N:8]=[C:7]([C:14]34[CH2:21][CH2:20][C:17]([CH2:22][CH2:23][C:24]([OH:26])=[O:25])([CH2:18][CH2:19]3)[CH2:16][CH2:15]4)[NH:6][C:5]=2[C:4](=[O:27])[N:3]1[CH2:28][CH2:29][CH3:30], predict the reactants needed to synthesize it. The reactants are: [O:1]=[C:2]1[N:10]([CH2:11][CH2:12][CH3:13])[C:9]2[N:8]=[C:7]([C:14]34[CH2:21][CH2:20][C:17]([CH:22]=[CH:23][C:24]([OH:26])=[O:25])([CH2:18][CH2:19]3)[CH2:16][CH2:15]4)[NH:6][C:5]=2[C:4](=[O:27])[N:3]1[CH2:28][CH2:29][CH3:30]. (5) Given the product [C:43]([O:47][C:48](=[O:49])[NH:19][C@@H:14]1[CH2:15][CH2:16][CH2:17][CH2:18][C@@H:13]1[NH:12][C:8]1[N:9]=[CH:10][C:11]2[C:2]([CH3:1])=[N:3][CH:4]=[C:5]([C:20]3[C:28]4[C:23](=[CH:24][C:25]([C:29]([F:30])([F:32])[F:31])=[CH:26][CH:27]=4)[N:22]([S:33]([C:36]4[CH:37]=[CH:38][C:39]([CH3:42])=[CH:40][CH:41]=4)(=[O:34])=[O:35])[CH:21]=3)[C:6]=2[N:7]=1)([CH3:46])([CH3:45])[CH3:44], predict the reactants needed to synthesize it. The reactants are: [CH3:1][C:2]1[C:11]2[CH:10]=[N:9][C:8]([NH:12][C@@H:13]3[CH2:18][CH2:17][CH2:16][CH2:15][C@@H:14]3[NH2:19])=[N:7][C:6]=2[C:5]([C:20]2[C:28]3[C:23](=[CH:24][C:25]([C:29]([F:32])([F:31])[F:30])=[CH:26][CH:27]=3)[N:22]([S:33]([C:36]3[CH:41]=[CH:40][C:39]([CH3:42])=[CH:38][CH:37]=3)(=[O:35])=[O:34])[CH:21]=2)=[CH:4][N:3]=1.[C:43]([O:47][C:48](O[C:48]([O:47][C:43]([CH3:46])([CH3:45])[CH3:44])=[O:49])=[O:49])([CH3:46])([CH3:45])[CH3:44].